The task is: Predict the reactants needed to synthesize the given product.. This data is from Full USPTO retrosynthesis dataset with 1.9M reactions from patents (1976-2016). (1) Given the product [C:1]([O:5][C:6]([N:8]1[CH2:16][C@@H:15]2[C@H:10]([O:11][CH2:12][C:13]3[N:14]2[N:17]=[N:18][C:19]=3[CH:20]2[CH2:21][CH2:22][O:23][CH2:24][CH2:25]2)[CH2:9]1)=[O:7])([CH3:4])([CH3:2])[CH3:3], predict the reactants needed to synthesize it. The reactants are: [C:1]([O:5][C:6]([N:8]1[CH2:16][C@@H:15]2[C@H:10]([O:11][CH2:12][C:13]3[N:14]2[N:17]=[N:18][C:19]=3[C:20]2[CH2:21][CH2:22][O:23][CH2:24][CH:25]=2)[CH2:9]1)=[O:7])([CH3:4])([CH3:3])[CH3:2].C([O-])=O.[NH4+].C(Cl)Cl.O. (2) Given the product [NH2:1][C:2]1[C:7]([Br:12])=[CH:6][C:5]([C:8]([F:9])([F:11])[F:10])=[CH:4][N:3]=1, predict the reactants needed to synthesize it. The reactants are: [NH2:1][C:2]1[CH:7]=[CH:6][C:5]([C:8]([F:11])([F:10])[F:9])=[CH:4][N:3]=1.[Br:12]Br.[OH-].[Na+]. (3) Given the product [ClH:32].[F:12][C:9]([F:10])([F:11])[C:7]1[CH:6]=[C:5]([C:13]2[N:17]=[CH:16][N:15](/[CH:18]=[CH:19]\[C:20]([NH:22][NH:23][C:24]3[CH:29]=[CH:28][N:27]=[CH:26][CH:25]=3)=[O:21])[N:14]=2)[CH:4]=[C:3]([C:2]([F:1])([F:30])[F:31])[CH:8]=1, predict the reactants needed to synthesize it. The reactants are: [F:1][C:2]([F:31])([F:30])[C:3]1[CH:4]=[C:5]([C:13]2[N:17]=[CH:16][N:15](/[CH:18]=[CH:19]\[C:20]([NH:22][NH:23][C:24]3[CH:29]=[CH:28][N:27]=[CH:26][CH:25]=3)=[O:21])[N:14]=2)[CH:6]=[C:7]([C:9]([F:12])([F:11])[F:10])[CH:8]=1.[ClH:32]. (4) Given the product [O:9]1[C:13]2[CH:14]=[CH:15][CH:16]=[CH:17][C:12]=2[CH:11]=[C:10]1[C:18]1[N:22]2[N:23]=[C:24]([N:2]([CH3:1])[CH2:3][CH:4]([OH:6])[CH3:5])[CH:25]=[CH:26][C:21]2=[N:20][CH:19]=1, predict the reactants needed to synthesize it. The reactants are: [CH3:1][NH:2][CH2:3][CH:4]([OH:6])[CH3:5].[H-].[Na+].[O:9]1[C:13]2[CH:14]=[CH:15][CH:16]=[CH:17][C:12]=2[CH:11]=[C:10]1[C:18]1[N:22]2[N:23]=[C:24](Cl)[CH:25]=[CH:26][C:21]2=[N:20][CH:19]=1. (5) Given the product [CH3:12][C:6]1[C:5]([S:13]([C:16]2[CH:17]=[C:18]([CH3:23])[CH:19]=[C:20]([CH3:22])[CH:21]=2)(=[O:15])=[O:14])=[C:4]([C:2]([NH2:1])=[O:3])[NH:8][C:7]=1[C:9]([N:25]1[CH2:26][CH2:27][CH2:28][C:29]2[CH:34]=[CH:33][CH:32]=[CH:31][C:30]=2[CH2:24]1)=[O:10], predict the reactants needed to synthesize it. The reactants are: [NH2:1][C:2]([C:4]1[NH:8][C:7]([C:9](O)=[O:10])=[C:6]([CH3:12])[C:5]=1[S:13]([C:16]1[CH:21]=[C:20]([CH3:22])[CH:19]=[C:18]([CH3:23])[CH:17]=1)(=[O:15])=[O:14])=[O:3].[CH2:24]1[C:30]2[CH:31]=[CH:32][CH:33]=[CH:34][C:29]=2[CH2:28][CH2:27][CH2:26][NH:25]1.